Dataset: Catalyst prediction with 721,799 reactions and 888 catalyst types from USPTO. Task: Predict which catalyst facilitates the given reaction. (1) Reactant: C(=O)([O-])O.[Na+].O[O:7][S:8]([O-:10])=O.[K+].CC1(C)OO1.[CH:17]1([C:20]#[C:21][C:22]2[CH:49]=[CH:48][C:25]([C:26]([NH:28][C:29]3[C:38]([CH3:39])=[C:37]4[C:32]([CH:33]=[C:34]([CH2:40][NH:41][CH:42]5[CH2:47][CH2:46]S[CH2:44][CH2:43]5)[CH:35]=[N:36]4)=[CH:31][CH:30]=3)=[O:27])=[CH:24][CH:23]=2)[CH2:19][CH2:18]1. Product: [CH:17]1([C:20]#[C:21][C:22]2[CH:49]=[CH:48][C:25]([C:26]([NH:28][C:29]3[C:38]([CH3:39])=[C:37]4[C:32]([CH:33]=[C:34]([CH2:40][NH:41][CH:42]5[CH2:47][CH2:46][S:8](=[O:10])(=[O:7])[CH2:44][CH2:43]5)[CH:35]=[N:36]4)=[CH:31][CH:30]=3)=[O:27])=[CH:24][CH:23]=2)[CH2:19][CH2:18]1. The catalyst class is: 95. (2) Product: [Cl:1][C:2]1[C:7]([O:8][CH2:9][C:10]([N:12]2[CH2:17][CH2:16][C:15]3[N:18]=[C:19]4[S:23][C:22]([CH3:24])=[N:21][N:20]4[C:14]=3[CH:13]2[C:25]2[S:29][CH:28]=[C:27]([C:30]([OH:32])=[O:31])[CH:26]=2)=[O:11])=[CH:6][CH:5]=[C:4]([N:34]2[CH2:35][CH2:36][O:37][CH2:38][CH2:39]2)[N:3]=1. The catalyst class is: 5. Reactant: [Cl:1][C:2]1[C:7]([O:8][CH2:9][C:10]([N:12]2[CH2:17][CH2:16][C:15]3[N:18]=[C:19]4[S:23][C:22]([CH3:24])=[N:21][N:20]4[C:14]=3[CH:13]2[C:25]2[S:29][CH:28]=[C:27]([C:30]([O:32]C)=[O:31])[CH:26]=2)=[O:11])=[CH:6][CH:5]=[C:4]([N:34]2[CH2:39][CH2:38][O:37][CH2:36][CH2:35]2)[N:3]=1.[OH-].[Na+]. (3) Product: [OH:20][C:14](=[CH:6][C:5]([C:8]1[O:9][C:10]([CH3:13])=[CH:11][CH:12]=1)=[O:7])[C:15]([O:17][CH2:18][CH3:19])=[O:16]. Reactant: [O-]CC.[K+].[C:5]([C:8]1[O:9][C:10]([CH3:13])=[CH:11][CH:12]=1)(=[O:7])[CH3:6].[C:14](OCC)(=[O:20])[C:15]([O:17][CH2:18][CH3:19])=[O:16]. The catalyst class is: 8. (4) Reactant: [C:1]([OH:5])(=[O:4])[C:2]#[CH:3].[CH2:6](Br)[C:7]1[CH:12]=[CH:11][CH:10]=[CH:9][CH:8]=1.C([O-])([O-])=O.[Cs+].[Cs+]. Product: [C:1]([O:5][CH2:6][C:7]1[CH:12]=[CH:11][CH:10]=[CH:9][CH:8]=1)(=[O:4])[C:2]#[CH:3]. The catalyst class is: 3. (5) Reactant: C[O:2][C:3]([C:5]1[N:6]([CH3:17])[C:7]([CH2:10][N:11]([CH2:13][CH2:14][O:15][CH3:16])[CH3:12])=[N:8][CH:9]=1)=[O:4].O.O.[OH-].[Li+:21].[ClH:22]. Product: [CH3:16][O:15][CH2:14][CH2:13][N:11]([CH2:10][C:7]1[N:6]([CH3:17])[C:5]([C:3]([OH:4])=[O:2])=[CH:9][N:8]=1)[CH3:12].[Cl-:22].[Li+:21]. The catalyst class is: 5. (6) Reactant: [F:1][C:2]1[CH:3]=[C:4]([CH:29]=[C:30]([F:32])[CH:31]=1)[CH2:5][C@H:6]1[C@@H:10]([C@@H:11]2[CH2:20][C:19]3[C:14](=[CH:15][CH:16]=[CH:17][CH:18]=3)[CH2:13][N:12]2C(OC(C)(C)C)=O)[O:9][C:8](=[O:28])[NH:7]1.C(O)(C(F)(F)F)=O. Product: [F:1][C:2]1[CH:3]=[C:4]([CH:29]=[C:30]([F:32])[CH:31]=1)[CH2:5][C@H:6]1[C@@H:10]([C@@H:11]2[CH2:20][C:19]3[C:14](=[CH:15][CH:16]=[CH:17][CH:18]=3)[CH2:13][NH:12]2)[O:9][C:8](=[O:28])[NH:7]1. The catalyst class is: 2.